From a dataset of Full USPTO retrosynthesis dataset with 1.9M reactions from patents (1976-2016). Predict the reactants needed to synthesize the given product. (1) The reactants are: [CH2:1]([N:3]1[CH2:8][C:7]([CH3:10])([CH3:9])[O:6][C:5](=[O:11])[CH:4]1[CH2:12][C:13]([OH:15])=O)[CH3:2].C(N(C(C)C)CC)(C)C.CN(C(ON1N=NC2C=CC=NC1=2)=[N+](C)C)C.F[P-](F)(F)(F)(F)F.[Cl:49][C:50]1[CH:51]=[C:52]([CH:55]=[CH:56][CH:57]=1)[CH2:53][NH2:54]. Given the product [Cl:49][C:50]1[CH:51]=[C:52]([CH:55]=[CH:56][CH:57]=1)[CH2:53][NH:54][C:13](=[O:15])[CH2:12][CH:4]1[C:5](=[O:11])[O:6][C:7]([CH3:9])([CH3:10])[CH2:8][N:3]1[CH2:1][CH3:2], predict the reactants needed to synthesize it. (2) The reactants are: [NH2:1][C@@H:2]([CH2:5][S:6][CH2:7][C:8]1[CH:13]=[CH:12][C:11]([F:14])=[CH:10][CH:9]=1)[CH2:3][OH:4].C(N(CC)CC)C.[Si:22](Cl)([C:25]([CH3:28])([CH3:27])[CH3:26])([CH3:24])[CH3:23].O. Given the product [Si:22]([O:4][CH2:3][C@@H:2]([NH2:1])[CH2:5][S:6][CH2:7][C:8]1[CH:9]=[CH:10][C:11]([F:14])=[CH:12][CH:13]=1)([C:25]([CH3:28])([CH3:27])[CH3:26])([CH3:24])[CH3:23], predict the reactants needed to synthesize it. (3) Given the product [F:9][C:10]1[CH:11]=[CH:12][CH:13]=[CH:14][C:2]=1[O:5][C:6]([N:34]1[CH2:35][C@H:36]([S:38][C:39]([C:46]2[CH:51]=[CH:50][CH:49]=[CH:48][CH:47]=2)([C:40]2[CH:41]=[CH:42][CH:43]=[CH:44][CH:45]=2)[C:52]2[CH:53]=[CH:54][CH:55]=[CH:56][CH:57]=2)[CH2:37][C@H:33]1[CH2:32][O:31][CH2:30][C:29]1[CH:58]=[C:59]([F:63])[C:60]([F:62])=[CH:61][C:28]=1[F:27])=[O:7], predict the reactants needed to synthesize it. The reactants are: Cl[C:2]([O:5][C:6](Cl)=[O:7])(Cl)Cl.[F:9][C:10]1C=[CH:14][CH:13]=[CH:12][C:11]=1O.N1C2C(=CC=CC=2)C=CC=1.[F:27][C:28]1[CH:61]=[C:60]([F:62])[C:59]([F:63])=[CH:58][C:29]=1[CH2:30][O:31][CH2:32][C@@H:33]1[CH2:37][C@@H:36]([S:38][C:39]([C:52]2[CH:57]=[CH:56][CH:55]=[CH:54][CH:53]=2)([C:46]2[CH:51]=[CH:50][CH:49]=[CH:48][CH:47]=2)[C:40]2[CH:45]=[CH:44][CH:43]=[CH:42][CH:41]=2)[CH2:35][NH:34]1.N1C=CC=CC=1. (4) Given the product [CH3:31][C:27]1[CH:28]=[CH:29][CH:30]=[C:2]([CH3:1])[C:3]=1[CH2:4][NH:5][C:6]1[CH:7]=[C:8]2[C:13](=[CH:14][CH:15]=1)[N:12]=[C:11]([N:16]1[CH:20]=[C:19]([C:21]([OH:23])=[O:22])[CH:18]=[N:17]1)[N:10]=[C:9]2[N:33]([CH3:34])[CH3:32], predict the reactants needed to synthesize it. The reactants are: [CH3:1][C:2]1[CH:30]=[CH:29][CH:28]=[C:27]([CH3:31])[C:3]=1[CH2:4][NH:5][C:6]1[CH:7]=[C:8]2[C:13](=[CH:14][CH:15]=1)[N:12]=[C:11]([N:16]1[CH:20]=[C:19]([C:21]([O:23]CC)=[O:22])[CH:18]=[N:17]1)[NH:10][C:9]2=O.[CH3:32][NH:33][CH3:34]. (5) Given the product [CH3:10][C@:9]([OH:12])([CH2:7][CH:6]=[CH2:14])[CH2:11][C@@H:23]([C:24]1[CH:29]=[CH:28][CH:27]=[CH:26][CH:25]=1)[OH:30], predict the reactants needed to synthesize it. The reactants are: C([Si]1(OC(C)=C)O[C@@H:7]([C:9]([O:12]C)([CH3:11])[CH3:10])[C@H:6]([C:14](C)(OC)C)O1)C=C.[CH:23](=[O:30])[C:24]1[CH:29]=[CH:28][CH:27]=[CH:26][CH:25]=1.Cl.C(OCC)(=O)C. (6) Given the product [C:34]1([C:8]2[CH:9]=[CH:14][CH:13]=[CH:12][CH:48]=2)[CH:33]=[CH:32][C:31]([N:57]2[C:56]3[C:51](=[CH:52][CH:53]=[CH:54][CH:55]=3)[C:50]([CH3:83])([CH3:49])[C:63]3[CH:62]=[C:61]([C:64]4[CH:65]=[CH:66][C:67]5[N:68]([C:77]6[CH:82]=[CH:81][CH:80]=[CH:79][CH:78]=6)[C:69]6[C:74]([C:75]=5[CH:76]=4)=[CH:73][CH:72]=[CH:71][CH:70]=6)[CH:60]=[CH:59][C:58]2=3)=[CH:30][CH:29]=1, predict the reactants needed to synthesize it. The reactants are: C(=O)([O-])[O-].[Cs+].[Cs+].C[C:8]1([CH3:48])[C:34]2[C:29](=[C:30](P(C3C=CC=CC=3)C3C=CC=CC=3)[CH:31]=[CH:32][CH:33]=2)OC2C(P(C3C=CC=CC=3)C3C=CC=CC=3)=[CH:12][CH:13]=[CH:14][C:9]1=2.[CH3:49][C:50]1([CH3:83])[C:63]2[CH:62]=[C:61]([C:64]3[CH:65]=[CH:66][C:67]4[N:68]([C:77]5[CH:82]=[CH:81][CH:80]=[CH:79][CH:78]=5)[C:69]5[C:74]([C:75]=4[CH:76]=3)=[CH:73][CH:72]=[CH:71][CH:70]=5)[CH:60]=[CH:59][C:58]=2[NH:57][C:56]2[C:51]1=[CH:52][CH:53]=[CH:54][CH:55]=2.BrC1C=CC(C2C=CC=CC=2)=CC=1. (7) Given the product [CH:5]1([C:8]2[N:13]=[C:12]([C:14]3[C:15]([C:16]4[CH:17]=[C:18]5[C:23](=[CH:24][CH:25]=4)[N:22]=[CH:21][CH:20]=[N:19]5)=[CH:30][NH:28][N:36]=3)[CH:11]=[CH:10][N:9]=2)[CH2:7][CH2:6]1, predict the reactants needed to synthesize it. The reactants are: C(O)(=O)C.[CH:5]1([C:8]2[N:13]=[C:12]([C:14](=O)[CH2:15][C:16]3[CH:17]=[C:18]4[C:23](=[CH:24][CH:25]=3)[N:22]=[CH:21][CH:20]=[N:19]4)[CH:11]=[CH:10][N:9]=2)[CH2:7][CH2:6]1.C[N:28]([CH:30](OC)OC)C.O.[NH2:36]N.